From a dataset of Forward reaction prediction with 1.9M reactions from USPTO patents (1976-2016). Predict the product of the given reaction. (1) Given the reactants [I:1]N1C(=O)CCC1=O.[CH3:9][CH2:10][C@@:11]1([OH:67])[CH2:29][N:27]2[CH2:28][C@H:13]([CH2:14][C@:15]([C:63]([O:65][CH3:66])=[O:64])([C:30]3[CH:31]=[C:32]4[C@:40]56[C@@H:44]7[C@:45]([CH2:60][CH3:61])([C@@H:49]([O:56][C:57]([CH3:59])=[O:58])[C@:50]([OH:55])([C:51]([O:53][CH3:54])=[O:52])[C@@H:39]5[N:38]([CH3:62])[C:33]4=[CH:34][C:35]=3[O:36][CH3:37])[CH:46]=[CH:47][CH2:48][N:43]7[CH2:42][CH2:41]6)[C:16]3[NH:24][C:23]4[CH:22]=[CH:21][CH:20]=[CH:19][C:18]=4[C:17]=3[CH2:25][CH2:26]2)[CH2:12]1.S([O-])(O)(=O)=O.S([O-])([O-])=O.[Na+].[Na+].C(=O)([O-])O.[Na+], predict the reaction product. The product is: [CH3:9][CH2:10][C@@:11]1([OH:67])[CH2:29][N:27]2[CH2:28][C@@H:13]([CH2:14][C@:15]([C:63]([O:65][CH3:66])=[O:64])([C:30]3[CH:31]=[C:32]4[C@:40]56[C@@H:44]7[C@:45]([CH2:60][CH3:61])([C@@H:49]([O:56][C:57]([CH3:59])=[O:58])[C@:50]([OH:55])([C:51]([O:53][CH3:54])=[O:52])[C@@H:39]5[N:38]([CH3:62])[C:33]4=[CH:34][C:35]=3[O:36][CH3:37])[CH:46]=[CH:47][CH2:48][N:43]7[CH2:42][CH2:41]6)[C:16]3[NH:24][C:23]4[C:22]([I:1])=[CH:21][CH:20]=[CH:19][C:18]=4[C:17]=3[CH2:25][CH2:26]2)[CH2:12]1. (2) Given the reactants [C:1]([O:5][C:6](=[O:35])[N:7]([CH2:33][CH3:34])[CH2:8][C:9]1[CH:10]=[N:11][CH:12]=[C:13]([C:16]2[CH:17]=[C:18]3[C:22](=[CH:23][CH:24]=2)[N:21]([CH:25]2[CH2:30][CH2:29][CH2:28][CH2:27][O:26]2)[N:20]=[C:19]3[CH:31]=O)[C:14]=1[CH3:15])([CH3:4])([CH3:3])[CH3:2].C(OP([CH2:44][C:45](=[O:47])[CH3:46])(=O)OCC)C.C(=O)([O-])[O-].[K+].[K+], predict the reaction product. The product is: [C:1]([O:5][C:6](=[O:35])[N:7]([CH2:33][CH3:34])[CH2:8][C:9]1[CH:10]=[N:11][CH:12]=[C:13]([C:16]2[CH:17]=[C:18]3[C:22](=[CH:23][CH:24]=2)[N:21]([CH:25]2[CH2:30][CH2:29][CH2:28][CH2:27][O:26]2)[N:20]=[C:19]3[CH:31]=[CH:44][C:45](=[O:47])[CH3:46])[C:14]=1[CH3:15])([CH3:4])([CH3:2])[CH3:3]. (3) Given the reactants C[O:2][C:3](=[O:31])[C:4]1[CH:9]=[CH:8][C:7]([NH:10][C:11]([NH:13][C:14]2[CH:23]=[CH:22][C:21]3[CH:20]([N:24]([CH:26]4[CH2:28][CH2:27]4)[CH3:25])[CH2:19][CH2:18][C:17]([CH3:30])([CH3:29])[C:16]=3[CH:15]=2)=[O:12])=[CH:6][CH:5]=1.[OH-].[Na+].Cl, predict the reaction product. The product is: [CH:26]1([N:24]([CH3:25])[CH:20]2[CH2:19][CH2:18][C:17]([CH3:29])([CH3:30])[C:16]3[CH:15]=[C:14]([NH:13][C:11](=[O:12])[NH:10][C:7]4[CH:6]=[CH:5][C:4]([C:3]([OH:31])=[O:2])=[CH:9][CH:8]=4)[CH:23]=[CH:22][C:21]2=3)[CH2:28][CH2:27]1. (4) Given the reactants [CH3:1][N:2]1[CH2:7][CH2:6][CH:5]([O:8][C:9]2[N:14]=[C:13]([NH2:15])[CH:12]=[CH:11][CH:10]=2)[CH2:4][CH2:3]1.[F:16][C:17]1[CH:25]=[C:24]([F:26])[CH:23]=[CH:22][C:18]=1[C:19]([Cl:21])=[O:20], predict the reaction product. The product is: [ClH:21].[F:16][C:17]1[CH:25]=[C:24]([F:26])[CH:23]=[CH:22][C:18]=1[C:19]([NH:15][C:13]1[CH:12]=[CH:11][CH:10]=[C:9]([O:8][CH:5]2[CH2:4][CH2:3][N:2]([CH3:1])[CH2:7][CH2:6]2)[N:14]=1)=[O:20]. (5) Given the reactants [CH:1]1[C:6](C(F)(F)F)=[CH:5][C:4](Cl)=[C:3]([O:12][C:13]2[CH:18]=[CH:17][C:16]([N+]([O-])=O)=[C:15](C([O-])=O)[CH:14]=2)[CH:2]=1.[Na+].CCOC1C=C(OC2C=CC(C(F)(F)F)=CC=2Cl)C=CC=1[N+]([O-])=O.CCOC(C(OC(C1C=C(OC2C=CC(C(F)(F)F)=CC=2Cl)C=CC=1[N+]([O-])=O)=O)C)=O.CS(NC(C1C=C(OC2C=CC(C(F)(F)F)=CC=2Cl)C=CC=1[N+]([O-])=O)=O)(=O)=O.COC1C=C(OC2C=CC(Cl)=CC=2Cl)C=CC=1[N+]([O-])=O.C1C=CC(OC2C=CC([N+]([O-])=O)=C(N)C=2Cl)=CC=1, predict the reaction product. The product is: [C:13]1([O:12][C:3]2[CH:2]=[CH:1][CH:6]=[CH:5][CH:4]=2)[CH:14]=[CH:15][CH:16]=[CH:17][CH:18]=1. (6) Given the reactants C(OC(=O)C[C:8]1([C:17]([OH:19])=[O:18])[CH2:16][C:15]2[C:10](=[CH:11][CH:12]=[CH:13][CH:14]=2)[CH2:9]1)(C)(C)C.Cl, predict the reaction product. The product is: [C:17]([CH2:8][CH:16]1[C:15]2[C:10](=[CH:11][CH:12]=[CH:13][CH:14]=2)[CH2:9][CH:8]1[C:17]([OH:19])=[O:18])([OH:19])=[O:18]. (7) Given the reactants [Br:1]N1C(=O)CCC1=O.[N:9]1[CH:10]=[CH:11][N:12]2[CH2:18][CH2:17][CH2:16][CH2:15][CH2:14][C:13]=12.C(=O)(O)[O-].[Na+], predict the reaction product. The product is: [Br:1][C:11]1[N:12]2[CH2:18][CH2:17][CH2:16][CH2:15][CH2:14][C:13]2=[N:9][CH:10]=1. (8) Given the reactants [CH3:1][O:2][C:3]1[CH:4]=[N:5][C:6]([N:9]2[CH2:14][CH2:13][CH:12]([C@H:15]3[CH2:17][C@H:16]3[CH2:18][CH2:19][OH:20])[CH2:11][CH2:10]2)=[N:7][CH:8]=1.[Br:21][C:22]1[C:27]([F:28])=[CH:26][C:25](O)=[CH:24][C:23]=1[F:30].C1(P(C2C=CC=CC=2)C2C=CC=CC=2)C=CC=CC=1.N(C(OC(C)C)=O)=NC(OC(C)C)=O, predict the reaction product. The product is: [Br:21][C:22]1[C:27]([F:28])=[CH:26][C:25]([O:20][CH2:19][CH2:18][C@@H:16]2[CH2:17][C@@H:15]2[CH:12]2[CH2:13][CH2:14][N:9]([C:6]3[N:7]=[CH:8][C:3]([O:2][CH3:1])=[CH:4][N:5]=3)[CH2:10][CH2:11]2)=[CH:24][C:23]=1[F:30]. (9) Given the reactants [CH:1]1([CH:5]([C:9]2[CH:14]=[CH:13][CH:12]=[CH:11][CH:10]=2)[C:6]([OH:8])=[O:7])[CH2:4][CH2:3][CH2:2]1.N1C=CC=C[CH:16]=1.S(Cl)(Cl)=O.Cl, predict the reaction product. The product is: [CH:1]1([CH:5]([C:9]2[CH:10]=[CH:11][CH:12]=[CH:13][CH:14]=2)[C:6]([O:8][CH3:16])=[O:7])[CH2:4][CH2:3][CH2:2]1.